From a dataset of Full USPTO retrosynthesis dataset with 1.9M reactions from patents (1976-2016). Predict the reactants needed to synthesize the given product. (1) Given the product [CH3:1][C:2]1[CH:10]=[C:9]([CH:35]=[CH2:36])[C:8]2[N:7]([S:11]([C:14]3[CH:15]=[CH:16][C:17]([CH3:18])=[CH:19][CH:20]=3)(=[O:12])=[O:13])[CH:6]=[CH:5][C:4]=2[C:3]=1[CH:29]=[O:32], predict the reactants needed to synthesize it. The reactants are: [CH3:1][C:2]1[C:3](NC(=O)OC(C)(C)C)=[C:4]2[C:8](=[CH:9][CH:10]=1)[N:7]([S:11]([C:14]1[CH:20]=[CH:19][C:17]([CH3:18])=[CH:16][CH:15]=1)(=[O:13])=[O:12])[CH:6]=[CH:5]2.[C:29]([O-:32])([O-])=O.[K+].[K+].[C:35]1(C)C=CC=C[CH:36]=1.COC1C=CC=C(OC)C=1C1C=CC=CC=1P(C1CCCCC1)C1CCCCC1. (2) The reactants are: [C:1]([N:4]1[C:10]2[CH:11]=[CH:12][CH:13]=[CH:14][C:9]=2[CH2:8][N:7]([S:15]([C:18]2[CH:23]=[CH:22][C:21]([O:24]C)=[CH:20][CH:19]=2)(=[O:17])=[O:16])[CH:6]([C:26]([O:28][CH3:29])=[O:27])[CH2:5]1)(=[O:3])[CH3:2].B(Br)(Br)Br.O. Given the product [C:1]([N:4]1[C:10]2[CH:11]=[CH:12][CH:13]=[CH:14][C:9]=2[CH2:8][N:7]([S:15]([C:18]2[CH:23]=[CH:22][C:21]([OH:24])=[CH:20][CH:19]=2)(=[O:17])=[O:16])[CH:6]([C:26]([O:28][CH3:29])=[O:27])[CH2:5]1)(=[O:3])[CH3:2], predict the reactants needed to synthesize it. (3) The reactants are: [Br:1][C:2]1[CH:7]=[CH:6][CH:5]=[C:4]([F:8])[C:3]=1[N:9]1[CH2:18][C:17]2[C:12](=[N:13][C:14](S(C)(=O)=O)=[N:15][CH:16]=2)[N:11]([CH3:23])[C:10]1=[O:24].[NH2:25][C:26]1[CH:38]=[CH:37][C:29]2[N:30]([CH3:36])[CH:31]=[CH:32][S:33](=[O:35])(=[O:34])[C:28]=2[CH:27]=1.Cl. Given the product [Br:1][C:2]1[CH:7]=[CH:6][CH:5]=[C:4]([F:8])[C:3]=1[N:9]1[CH2:18][C:17]2[C:12](=[N:13][C:14]([NH:25][C:26]3[CH:38]=[CH:37][C:29]4[N:30]([CH3:36])[CH2:31][CH2:32][S:33](=[O:35])(=[O:34])[C:28]=4[CH:27]=3)=[N:15][CH:16]=2)[N:11]([CH3:23])[C:10]1=[O:24], predict the reactants needed to synthesize it. (4) Given the product [C:1]([CH2:3][C:4]1[CH:9]=[CH:8][C:7]([CH:10]([CH3:14])[C:11]([OH:13])=[O:12])=[CH:6][CH:5]=1)([OH:18])=[O:15], predict the reactants needed to synthesize it. The reactants are: [C:1]([CH2:3][C:4]1[CH:9]=[CH:8][C:7]([CH:10]([CH3:14])[C:11]([OH:13])=[O:12])=[CH:6][CH:5]=1)#N.[OH-:15].[Na+].C[OH:18]. (5) Given the product [C:1]([N:5]1[C:9]([C:10]2[CH:11]=[CH:12][C:13]([F:16])=[CH:14][CH:15]=2)=[C:8]([C:17]2[S:18][CH:19]=[C:20]([CH2:22][C:23]([N:26]3[CH2:31][CH2:30][S:29][CH2:28][CH2:27]3)=[O:24])[N:21]=2)[CH:7]=[N:6]1)([CH3:2])([CH3:4])[CH3:3], predict the reactants needed to synthesize it. The reactants are: [C:1]([N:5]1[C:9]([C:10]2[CH:15]=[CH:14][C:13]([F:16])=[CH:12][CH:11]=2)=[C:8]([C:17]2[S:18][CH:19]=[C:20]([CH2:22][C:23](O)=[O:24])[N:21]=2)[CH:7]=[N:6]1)([CH3:4])([CH3:3])[CH3:2].[NH:26]1[CH2:31][CH2:30][S:29][CH2:28][CH2:27]1. (6) The reactants are: [I-].C([P+](CCCC)(CCCC)CCCC)CCC.[CH2:19]=[CH:20][C:21]1[CH:26]=[CH:25][CH:24]=[CH:23][CH:22]=1.[Cl:27][SiH:28]([Cl:30])[Cl:29]. Given the product [C:21]1([CH2:20][CH2:19][Si:28]([Cl:30])([Cl:29])[Cl:27])[CH:26]=[CH:25][CH:24]=[CH:23][CH:22]=1, predict the reactants needed to synthesize it. (7) Given the product [C:45]([O:44][C@@H:39]([C:7]1[C:6]([CH3:49])=[C:5]([Cl:50])[C:4]2=[N:32][C:31]3=[CH:2][N:3]2[C:8]=1[N:9]1[CH2:10][CH2:11][C:12]([CH3:38])([O:13][CH2:14][CH2:15][CH2:16][CH2:17][C@H:18]([CH3:35])[O:19][C:20]2[CH:21]=[CH:22][C:23]([F:34])=[CH:24][C:25]=2[C:26]2[CH:33]=[C:30]3[CH:29]=[CH:28][CH:27]=2)[CH2:36][CH2:37]1)[C:40]([O:42][CH3:43])=[O:41])([CH3:48])([CH3:46])[CH3:47], predict the reactants needed to synthesize it. The reactants are: Br[C:2]1[N:3]2[C:8]3[N:9]4[CH2:37][CH2:36][C:12]([CH3:38])([O:13][CH2:14][CH2:15][CH2:16][CH2:17][C@H:18]([CH3:35])[O:19][C:20]5[CH:21]=[CH:22][C:23]([F:34])=[CH:24][C:25]=5[C:26]5[CH:33]=[C:30]([C:31]=1[N:32]=[C:4]2[C:5]([Cl:50])=[C:6]([CH3:49])[C:7]=3[C@H:39]([O:44][C:45]([CH3:48])([CH3:47])[CH3:46])[C:40]([O:42][CH3:43])=[O:41])[CH:29]=[CH:28][CH:27]=5)[CH2:11][CH2:10]4.C(O)CCC.COC1C=CC=C(OC)C=1C1C=CC=CC=1P(C1CCCCC1)C1CCCCC1.C(=O)([O-])[O-].[Cs+].[Cs+]. (8) The reactants are: [O:1]1[C:5]2[CH:6]=[CH:7][CH:8]=[CH:9][C:4]=2[N:3]=[C:2]1[O:10][CH2:11][C:12]([OH:14])=O.ClC(OCC)=O.[Cl:21][C:22]1[CH:23]=[C:24]([CH:32]=[CH:33][C:34]=1[Cl:35])[CH2:25][N:26]([CH3:31])[CH2:27][CH2:28][CH2:29][NH2:30]. Given the product [O:1]1[C:5]2[CH:6]=[CH:7][CH:8]=[CH:9][C:4]=2[N:3]=[C:2]1[O:10][CH2:11][C:12]([NH:30][CH2:29][CH2:28][CH2:27][N:26]([CH2:25][C:24]1[CH:32]=[CH:33][C:34]([Cl:35])=[C:22]([Cl:21])[CH:23]=1)[CH3:31])=[O:14], predict the reactants needed to synthesize it.